From a dataset of Catalyst prediction with 721,799 reactions and 888 catalyst types from USPTO. Predict which catalyst facilitates the given reaction. (1) Reactant: FC(F)(F)C(O)=O.[CH:8]1[C:17]2[C:12](=[CH:13][CH:14]=[CH:15][CH:16]=2)[CH:11]=[C:10]([C:18](=O)[CH3:19])[N:9]=1.C(N(CC)CC)C.C(OC([N:35]1[C@@H:43]2[C@@H:38]([CH2:39][CH2:40][CH2:41][CH2:42]2)[CH2:37][C@H:36]1[CH2:44][NH2:45])=O)(C)(C)C.C(O[BH-](OC(=O)C)OC(=O)C)(=O)C.[Na+].[CH3:60][O:61][C:62]1[C:67]2[O:68][C:69]([CH3:72])([CH3:71])[O:70][C:66]=2[CH:65]=[C:64]([C:73](Cl)=[O:74])[CH:63]=1. Product: [CH:8]1[C:17]2[C:12](=[CH:13][CH:14]=[CH:15][CH:16]=2)[CH:11]=[C:10]([CH:18]([N:45]([CH2:44][C@@H:36]2[CH2:37][C@H:38]3[C@H:43]([CH2:42][CH2:41][CH2:40][CH2:39]3)[NH:35]2)[C:73]([C:64]2[CH:63]=[C:62]([O:61][CH3:60])[C:67]3[O:68][C:69]([CH3:72])([CH3:71])[O:70][C:66]=3[CH:65]=2)=[O:74])[CH3:19])[N:9]=1. The catalyst class is: 4. (2) Product: [CH:16]([C:11]1([CH2:10][CH2:9][OH:8])[O:15][CH2:14][CH2:13][O:12]1)([CH3:18])[CH3:17]. The catalyst class is: 7. Reactant: [H-].[H-].[H-].[H-].[Li+].[Al+3].C[O:8][C:9](=O)[CH2:10][C:11]1([CH:16]([CH3:18])[CH3:17])[O:15][CH2:14][CH2:13][O:12]1.